Dataset: Drug-target binding data from BindingDB using Ki measurements. Task: Regression. Given a target protein amino acid sequence and a drug SMILES string, predict the binding affinity score between them. We predict pKi (pKi = -log10(Ki in M); higher means stronger inhibition). Dataset: bindingdb_ki. The small molecule is CC(=O)Nc1nnc(S(N)(=O)=O)s1. The target protein (Q9ERQ8) has sequence MTGHHCWGYGQDDGPSNWHKLYPIAQGDRQSPINIISSQAVYSPSLQPLELFYEACMSLSITNNGHSVQVDFNDSDDRTVVSGGPLEGPYRLKQLHFHWGKKRDMGSEHTVDGKSFPSELHLVHWNAKKYSTFGEAAAAPDGLAVVGVFLETGDEHPSMNRLTDALYMVRFKDTKAQFSCFNPKCLLPTSRHYWTYPGSLTTPPLSESVTWIVLREPIRISERQMEKFRSLLFTSEDDERIHMVDNFRPPQPLKGRVVKASFQA. The pKi is 7.8.